This data is from Full USPTO retrosynthesis dataset with 1.9M reactions from patents (1976-2016). The task is: Predict the reactants needed to synthesize the given product. Given the product [CH2:24]=[CH:25][C:26]1[CH:31]=[CH:30][CH:29]=[CH:28][CH:27]=1.[CH2:32]([O:36][C:37](=[O:40])[CH:38]=[CH2:39])[CH2:33][CH2:34][CH3:35], predict the reactants needed to synthesize it. The reactants are: CC1(C)N([O])C(C)(C)CCC1.CC(N=NC(C#N)(C)C)(C#N)C.[CH2:24]=[CH:25][C:26]1[CH:31]=[CH:30][CH:29]=[CH:28][CH:27]=1.[CH2:32]([O:36][C:37](=[O:40])[CH:38]=[CH2:39])[CH2:33][CH2:34][CH3:35].